From a dataset of Forward reaction prediction with 1.9M reactions from USPTO patents (1976-2016). Predict the product of the given reaction. (1) Given the reactants [CH3:1][C:2]1([CH3:9])[NH:6][C:5](=[O:7])[NH:4][C:3]1=[O:8].[H-].[Na+].[C:12]1([C:22](Cl)=[O:23])[C:21]2[C:16](=[CH:17][CH:18]=[CH:19][CH:20]=2)[CH:15]=[CH:14][CH:13]=1.C([O:28][CH2:29][CH3:30])(=O)C, predict the reaction product. The product is: [CH3:1][C:2]1([CH3:9])[N:6]([C:22]([C:12]2[C:21]3[C:16](=[CH:17][CH:18]=[CH:19][CH:20]=3)[CH:15]=[CH:14][CH:13]=2)=[O:23])[C:5](=[O:7])[N:4]([C:29]([C:30]2[C:21]3[C:16](=[CH:15][CH:14]=[CH:13][CH:12]=3)[CH:17]=[CH:18][CH:19]=2)=[O:28])[C:3]1=[O:8]. (2) Given the reactants [N:1]1[CH:6]=[CH:5][C:4]([C:7]2[N:11]3[CH:12]=[CH:13][N:14]=[CH:15][C:10]3=[N:9][N:8]=2)=[CH:3][CH:2]=1, predict the reaction product. The product is: [N:1]1[CH:2]=[CH:3][C:4]([C:7]2[N:11]3[CH2:12][CH2:13][NH:14][CH2:15][C:10]3=[N:9][N:8]=2)=[CH:5][CH:6]=1. (3) Given the reactants [O:1]1[C:5]2[CH:6]=[CH:7][C:8]([NH:10][C:11]([C:13]3[CH:17]=[CH:16][NH:15][N:14]=3)=[O:12])=[CH:9][C:4]=2[O:3][CH2:2]1.[N:18]([CH2:21][CH2:22][CH2:23][CH2:24][CH2:25][C:26]([O:28][CH2:29][CH3:30])=[O:27])=[C:19]=[O:20], predict the reaction product. The product is: [CH2:29]([O:28][C:26](=[O:27])[CH2:25][CH2:24][CH2:23][CH2:22][CH2:21][NH:18][C:19]([N:15]1[CH:16]=[CH:17][C:13]([C:11](=[O:12])[NH:10][C:8]2[CH:7]=[CH:6][C:5]3[O:1][CH2:2][O:3][C:4]=3[CH:9]=2)=[N:14]1)=[O:20])[CH3:30]. (4) Given the reactants [Br:1][C:2]1[CH:3]=[C:4]2[C:8](=[CH:9][CH:10]=1)[NH:7][C:6](=[O:11])[CH2:5]2.[CH3:12][N:13]([CH3:28])[CH2:14][CH2:15][NH:16][C:17]([C:19]1[C:23]([CH3:24])=[C:22]([CH:25]=O)[NH:21][C:20]=1[CH3:27])=[O:18], predict the reaction product. The product is: [CH3:12][N:13]([CH3:28])[CH2:14][CH2:15][NH:16][C:17]([C:19]1[C:23]([CH3:24])=[C:22]([CH:25]=[C:5]2[C:4]3[C:8](=[CH:9][CH:10]=[C:2]([Br:1])[CH:3]=3)[NH:7][C:6]2=[O:11])[NH:21][C:20]=1[CH3:27])=[O:18]. (5) Given the reactants [CH3:1][C:2]1[C:7]([CH3:8])=[CH:6][C:5]([NH2:9])=[C:4]([N+:10]([O-:12])=[O:11])[CH:3]=1.[H-].[Na+].N[CH2:16][CH2:17][CH2:18][CH2:19][CH2:20][CH2:21][C:22]([OH:24])=[O:23].O, predict the reaction product. The product is: [CH3:1][C:2]1[C:7]([CH3:8])=[CH:6][C:5]([NH:9][CH2:16][CH2:17][CH2:18][CH2:19][CH2:20][CH2:21][C:22]([OH:24])=[O:23])=[C:4]([N+:10]([O-:12])=[O:11])[CH:3]=1. (6) Given the reactants [C:1]1([C:7]2[C:11]([CH2:12][CH2:13][CH2:14][OH:15])=[CH:10][N:9]([C:16]3[CH:21]=[CH:20][C:19]([C:22]([F:25])([F:24])[F:23])=[CH:18][N:17]=3)[N:8]=2)[CH:6]=[CH:5][CH:4]=[CH:3][CH:2]=1.O[C:27]1[C:32]([O:33][CH3:34])=[CH:31][CH:30]=[CH:29][C:28]=1[CH2:35][C:36]([O:38]C)=[O:37].C(P(CCCC)CCCC)CCC.N(C(N1CCCCC1)=O)=NC(N1CCCCC1)=O, predict the reaction product. The product is: [CH3:34][O:33][C:32]1[C:27]([O:15][CH2:14][CH2:13][CH2:12][C:11]2[C:7]([C:1]3[CH:2]=[CH:3][CH:4]=[CH:5][CH:6]=3)=[N:8][N:9]([C:16]3[CH:21]=[CH:20][C:19]([C:22]([F:24])([F:23])[F:25])=[CH:18][N:17]=3)[CH:10]=2)=[C:28]([CH2:35][C:36]([OH:38])=[O:37])[CH:29]=[CH:30][CH:31]=1.